From a dataset of Retrosynthesis with 50K atom-mapped reactions and 10 reaction types from USPTO. Predict the reactants needed to synthesize the given product. (1) The reactants are: CC(C)Oc1ncc(-c2nc(-c3ccc4c(c3)CCN(C(=O)[C@@H](NC(=O)OC(C)(C)C)[C@@H](C)O)CC4)no2)cc1C#N. Given the product CC(C)Oc1ncc(-c2nc(-c3ccc4c(c3)CCN(C(=O)[C@@H](N)[C@@H](C)O)CC4)no2)cc1C#N, predict the reactants needed to synthesize it. (2) Given the product Cc1nc2c(Cl)ccc(OCC#N)c2c(C)c1Cc1ccc(Cl)cc1, predict the reactants needed to synthesize it. The reactants are: Cc1nc2c(Cl)ccc(O)c2c(C)c1Cc1ccc(Cl)cc1.N#CCBr. (3) The reactants are: CC(C)(C)NS(=O)(=O)c1cccc(B2OC(C)(C)C(C)(C)O2)c1.COc1c(Br)cc(S(=O)(=O)NC(C)=O)cc1C=O. Given the product COc1c(C=O)cc(S(=O)(=O)NC(C)=O)cc1-c1cccc(S(=O)(=O)NC(C)(C)C)c1, predict the reactants needed to synthesize it. (4) Given the product CC(C)(C)OC(=O)N1CCC(Oc2cc(F)ccc2[N+](=O)[O-])CC1, predict the reactants needed to synthesize it. The reactants are: CC(C)(C)OC(=O)N1CCC(O)CC1.O=[N+]([O-])c1ccc(F)cc1O. (5) Given the product Nc1ncnc2c1c(-c1ccc(Oc3ccccc3)cc1)cn2C1CCOC1=O, predict the reactants needed to synthesize it. The reactants are: Nc1ncnc2[nH]cc(-c3ccc(Oc4ccccc4)cc3)c12.O=C1OCCC1Br. (6) The reactants are: CCOC(=O)CC(=O)c1cc(Br)ccc1F.OCCO. Given the product CCOC(=O)CC1(c2cc(Br)ccc2F)OCCO1, predict the reactants needed to synthesize it. (7) The reactants are: CON(C)C(=O)c1cc(-c2cccc(F)c2)ccc1F. Given the product CC(=O)c1cc(-c2cccc(F)c2)ccc1F, predict the reactants needed to synthesize it.